This data is from Reaction yield outcomes from USPTO patents with 853,638 reactions. The task is: Predict the reaction yield, written as a fraction of the theoretical maximum amount of product (1.0 means a 100% yield; for example, 0.34 means a 34% yield). (1) The reactants are [CH3:1][C:2]1[N:7]=[C:6]([C:8]2[CH:13]=[CH:12][CH:11]=[C:10]([C:14]3[CH:15]=[C:16]([S:20](Cl)(=[O:22])=[O:21])[CH:17]=[CH:18][CH:19]=3)[N:9]=2)[CH:5]=[C:4]([C:24]2[CH:29]=[CH:28][C:27]([C:30]([F:33])([F:32])[F:31])=[CH:26][CH:25]=2)[CH:3]=1.[CH3:34][NH2:35]. The catalyst is C1COCC1.CCOC(C)=O. The product is [CH3:34][NH:35][S:20]([C:16]1[CH:17]=[CH:18][CH:19]=[C:14]([C:10]2[N:9]=[C:8]([C:6]3[CH:5]=[C:4]([C:24]4[CH:29]=[CH:28][C:27]([C:30]([F:33])([F:31])[F:32])=[CH:26][CH:25]=4)[CH:3]=[C:2]([CH3:1])[N:7]=3)[CH:13]=[CH:12][CH:11]=2)[CH:15]=1)(=[O:22])=[O:21]. The yield is 0.650. (2) The reactants are Br[C:2]1[C:3]2[N:4]([CH:8]=[C:9]([C:11]3[CH:16]=[CH:15][C:14]([CH2:17][C@H:18]([NH:22][C:23](=[O:36])[C:24]4[CH:29]=[CH:28][C:27]([O:30][CH:31]([CH3:33])[CH3:32])=[C:26]([C:34]#[N:35])[CH:25]=4)[CH2:19][CH2:20][OH:21])=[CH:13][CH:12]=3)[N:10]=2)[CH:5]=[CH:6][CH:7]=1.[CH3:37][C:38]1[C:42](B(O)O)=[C:41]([CH3:46])[O:40][N:39]=1.C([O-])([O-])=O.[K+].[K+]. The catalyst is CN(C=O)C. The product is [C:34]([C:26]1[CH:25]=[C:24]([CH:29]=[CH:28][C:27]=1[O:30][CH:31]([CH3:32])[CH3:33])[C:23]([NH:22][C@@H:18]([CH2:17][C:14]1[CH:15]=[CH:16][C:11]([C:9]2[N:10]=[C:3]3[C:2]([C:42]4[C:38]([CH3:37])=[N:39][O:40][C:41]=4[CH3:46])=[CH:7][CH:6]=[CH:5][N:4]3[CH:8]=2)=[CH:12][CH:13]=1)[CH2:19][CH2:20][OH:21])=[O:36])#[N:35]. The yield is 0.220. (3) The reactants are [C:1]([O:5][C:6]([N:8]1[CH2:12][C@H:11]([OH:13])[CH2:10][C@@H:9]1[C:14]([OH:16])=[O:15])=[O:7])([CH3:4])([CH3:3])[CH3:2].N1C=CN=C1.CN(C1C=CC=CN=1)C.[Si:31](Cl)([C:34]([CH3:37])([CH3:36])[CH3:35])([CH3:33])[CH3:32]. The catalyst is CN(C=O)C.CCOC(C)=O. The product is [C:1]([O:5][C:6]([N:8]1[CH2:12][C@H:11]([O:13][Si:31]([C:34]([CH3:37])([CH3:36])[CH3:35])([CH3:33])[CH3:32])[CH2:10][C@@H:9]1[C:14]([OH:16])=[O:15])=[O:7])([CH3:4])([CH3:2])[CH3:3]. The yield is 0.840. (4) The reactants are [NH2:1][C:2]1[CH:14]=[CH:13][C:5]([CH2:6][NH:7][S:8]([CH2:11][CH3:12])(=[O:10])=[O:9])=[CH:4][CH:3]=1.N1C=CC=CC=1.Cl[C:22]([O:24][C:25]1[CH:30]=[CH:29][CH:28]=[CH:27][CH:26]=1)=[O:23]. The catalyst is C(#N)C.O1CCCC1. The product is [CH2:11]([S:8]([NH:7][CH2:6][C:5]1[CH:13]=[CH:14][C:2]([NH:1][C:22](=[O:23])[O:24][C:25]2[CH:30]=[CH:29][CH:28]=[CH:27][CH:26]=2)=[CH:3][CH:4]=1)(=[O:10])=[O:9])[CH3:12]. The yield is 0.870. (5) The reactants are [ClH:1].[CH2:2]([C:6]1[N:7]=[C:8]([NH2:11])[NH:9][CH:10]=1)[CH2:3][C:4]#[CH:5].[N:12]([CH2:15][C:16]1[NH:20][C:19]2[CH:21]=[CH:22][CH:23]=[CH:24][C:18]=2[N:17]=1)=[N+:13]=[N-:14]. No catalyst specified. The product is [ClH:1].[ClH:1].[NH:17]1[C:18]2[CH:24]=[CH:23][CH:22]=[CH:21][C:19]=2[N:20]=[C:16]1[CH2:15][N:12]1[CH:5]=[C:4]([CH2:3][CH2:2][C:6]2[N:7]=[C:8]([NH2:11])[NH:9][CH:10]=2)[N:14]=[N:13]1. The yield is 0.480. (6) The reactants are [Br:1][C:2]1[CH:14]=[CH:13][C:12]2[C:11]3[C:6](=[CH:7][C:8]([Br:15])=[CH:9][CH:10]=3)[C:5]([CH2:19][CH:20]=[O:21])([CH2:16][CH:17]=[O:18])[C:4]=2[CH:3]=1.[BH4-].[Na+]. The catalyst is CO.C1COCC1. The product is [Br:1][C:2]1[CH:14]=[CH:13][C:12]2[C:11]3[C:6](=[CH:7][C:8]([Br:15])=[CH:9][CH:10]=3)[C:5]([CH2:16][CH2:17][OH:18])([CH2:19][CH2:20][OH:21])[C:4]=2[CH:3]=1. The yield is 0.840. (7) The reactants are [CH3:1][C:2]1([CH3:18])[CH2:11][C:6]2(OCC[O:7]2)[C:5]([C:12]2[N:16]([CH3:17])[N:15]=[CH:14][CH:13]=2)=[CH:4][CH2:3]1.Cl. The catalyst is C1COCC1. The product is [CH3:1][C:2]1([CH3:18])[CH2:11][C:6](=[O:7])[C:5]([C:12]2[N:16]([CH3:17])[N:15]=[CH:14][CH:13]=2)=[CH:4][CH2:3]1. The yield is 0.930.